The task is: Predict the reactants needed to synthesize the given product.. This data is from Full USPTO retrosynthesis dataset with 1.9M reactions from patents (1976-2016). Given the product [CH3:16][N:15]1[CH:13]2[CH2:12][CH2:11][CH:10]1[CH2:9][N:8]([C:5]1[N:6]=[N:7][C:2]([C:18]3[S:17][CH:21]=[CH:20][CH:19]=3)=[CH:3][CH:4]=1)[CH2:14]2, predict the reactants needed to synthesize it. The reactants are: Br[C:2]1[N:7]=[N:6][C:5]([N:8]2[CH2:14][CH:13]3[N:15]([CH3:16])[CH:10]([CH2:11][CH2:12]3)[CH2:9]2)=[CH:4][CH:3]=1.[S:17]1[CH:21]=[CH:20][CH:19]=[C:18]1B(O)O.C(O)CCO.C(=O)([O-])[O-].[K+].[K+].[OH-].[Na+].